This data is from Reaction yield outcomes from USPTO patents with 853,638 reactions. The task is: Predict the reaction yield, written as a fraction of the theoretical maximum amount of product (1.0 means a 100% yield; for example, 0.34 means a 34% yield). (1) The catalyst is C(O)C.O1CCCC1. The product is [C:1]([C:3]1[CH:4]=[C:5]2[C:10](=[CH:11][C:12]=1[O:13][CH2:14][CH:15]1[CH2:20][CH2:19][NH:18][CH2:17][CH2:16]1)[N:9]=[CH:8][CH:7]=[C:6]2[O:29][C:30]1[CH:31]=[C:32]2[C:36](=[CH:37][CH:38]=1)[NH:35][CH:34]=[CH:33]2)#[N:2]. The reactants are [C:1]([C:3]1[CH:4]=[C:5]2[C:10](=[CH:11][C:12]=1[O:13][CH2:14][CH:15]1[CH2:20][CH2:19][N:18](OC(OC(C)(C)C)=O)[CH2:17][CH2:16]1)[N:9]=[CH:8][CH:7]=[C:6]2[O:29][C:30]1[CH:31]=[C:32]2[C:36](=[CH:37][CH:38]=1)[NH:35][CH:34]=[CH:33]2)#[N:2].Cl. The yield is 0.0751. (2) The reactants are [Cl:1][C:2]1[C:3]([C:11]#[N:12])=[N:4][CH:5]=[C:6]([N+:8]([O-])=O)[CH:7]=1.[Cl-].[Ca+2].[Cl-]. The catalyst is CCO.[Fe]. The product is [NH2:8][C:6]1[CH:7]=[C:2]([Cl:1])[C:3]([C:11]#[N:12])=[N:4][CH:5]=1. The yield is 0.430. (3) The yield is 0.730. The catalyst is C(Cl)Cl. The product is [C:2]([O:5][C:6]([N:8]1[CH2:9][C:10](=[O:11])[CH2:12][C@H:13]1[C:14]([N:21]1[CH2:22][CH2:23][C@H:19]([F:18])[CH2:20]1)=[O:16])=[O:7])([CH3:1])([CH3:3])[CH3:4]. The reactants are [CH3:1][C:2]([O:5][C:6]([N:8]1[C@H:13]([C:14]([OH:16])=O)[CH2:12][C:10](=[O:11])[CH2:9]1)=[O:7])([CH3:4])[CH3:3].Cl.[F:18][C@H:19]1[CH2:23][CH2:22][NH:21][CH2:20]1.C1C=CC2N(O)N=NC=2C=1.C(Cl)CCl.